This data is from Forward reaction prediction with 1.9M reactions from USPTO patents (1976-2016). The task is: Predict the product of the given reaction. (1) The product is: [CH3:1][O:2][C:3]1[CH:4]=[N:5][C:6]2[C:11]([CH:12]=1)=[CH:10][C:9]([C:13]([CH3:19])([CH3:18])[C:14]([OH:16])=[O:15])=[CH:8][CH:7]=2. Given the reactants [CH3:1][O:2][C:3]1[CH:4]=[N:5][C:6]2[C:11]([CH:12]=1)=[CH:10][C:9]([C:13]([CH3:19])([CH3:18])[C:14]([O:16]C)=[O:15])=[CH:8][CH:7]=2.[Li+].[OH-].CO.Cl, predict the reaction product. (2) Given the reactants Br[C:2]1[CH:3]=[C:4]2[C:9](=[CH:10][CH:11]=1)[N:8]([CH:12]1[CH2:17][CH2:16][O:15][CH2:14][CH2:13]1)[C:7](=[O:18])[N:6]([CH2:19][C:20]1[CH:25]=[CH:24][C:23]([O:26][CH3:27])=[C:22]([O:28][CH3:29])[CH:21]=1)[C:5]2=[O:30].CCOC(C)=O.[CH3:37][N:38](C=O)C, predict the reaction product. The product is: [CH3:29][O:28][C:22]1[CH:21]=[C:20]([CH:25]=[CH:24][C:23]=1[O:26][CH3:27])[CH2:19][N:6]1[C:5](=[O:30])[C:4]2[C:9](=[CH:10][CH:11]=[C:2]([C:37]#[N:38])[CH:3]=2)[N:8]([CH:12]2[CH2:13][CH2:14][O:15][CH2:16][CH2:17]2)[C:7]1=[O:18].